This data is from Peptide-MHC class II binding affinity with 134,281 pairs from IEDB. The task is: Regression. Given a peptide amino acid sequence and an MHC pseudo amino acid sequence, predict their binding affinity value. This is MHC class II binding data. The peptide sequence is ELPGVDPDKDVDIMV. The MHC is DRB3_0202 with pseudo-sequence DRB3_0202. The binding affinity (normalized) is 0.